Dataset: Catalyst prediction with 721,799 reactions and 888 catalyst types from USPTO. Task: Predict which catalyst facilitates the given reaction. (1) Reactant: I[C:2]1[C:7](=[O:8])[N:6]([CH3:9])[CH:5]=[C:4]([C:10]2[CH:15]=[CH:14][N:13]=[C:12]([NH:16][C:17](=[O:19])[CH3:18])[CH:11]=2)[C:3]=1[O:20]C.[CH3:22][C:23]([N:27]1[CH2:32][CH2:31][N:30]([S:33]([CH3:36])(=[O:35])=[O:34])[CH2:29][CH2:28]1)([C:25]#[CH:26])[CH3:24]. Product: [CH3:9][N:6]1[CH:5]=[C:4]([C:10]2[CH:15]=[CH:14][N:13]=[C:12]([NH:16][C:17](=[O:19])[CH3:18])[CH:11]=2)[C:3]2[O:20][C:25]([C:23]([N:27]3[CH2:28][CH2:29][N:30]([S:33]([CH3:36])(=[O:34])=[O:35])[CH2:31][CH2:32]3)([CH3:22])[CH3:24])=[CH:26][C:2]=2[C:7]1=[O:8]. The catalyst class is: 654. (2) Product: [OH:24][C:25]1[CH:30]=[CH:29][C:28]([S:31]([NH:1][C:2]2[CH:7]=[CH:6][CH:5]=[CH:4][C:3]=2[C:8]2[NH:12][C:11]([CH3:13])=[C:10]([C:14]([NH2:16])=[O:15])[CH:9]=2)(=[O:33])=[O:32])=[CH:27][CH:26]=1. Reactant: [NH2:1][C:2]1[CH:7]=[CH:6][CH:5]=[CH:4][C:3]=1[C:8]1[NH:12][C:11]([CH3:13])=[C:10]([C:14]([NH2:16])=[O:15])[CH:9]=1.C(N(CC)CC)C.[OH:24][C:25]1[CH:30]=[CH:29][C:28]([S:31](Cl)(=[O:33])=[O:32])=[CH:27][CH:26]=1. The catalyst class is: 1.